From a dataset of Full USPTO retrosynthesis dataset with 1.9M reactions from patents (1976-2016). Predict the reactants needed to synthesize the given product. (1) The reactants are: [F:1][C:2]([F:29])([F:28])[C:3]1[CH:4]=[C:5]([C:13]([CH3:27])([CH3:26])[C:14]([N:16]([C:18]2[CH:19]=[N:20][C:21]([Cl:25])=[CH:22][C:23]=2I)[CH3:17])=[O:15])[CH:6]=[C:7]([C:9]([F:12])([F:11])[F:10])[CH:8]=1.[CH3:30][C:31]1[CH:36]=[CH:35][C:34]([F:37])=[CH:33][C:32]=1B(O)O.C(=O)([O-])[O-].[Na+].[Na+]. Given the product [F:1][C:2]([F:29])([F:28])[C:3]1[CH:4]=[C:5]([C:13]([CH3:27])([CH3:26])[C:14]([N:16]([C:18]2[CH:19]=[N:20][C:21]([Cl:25])=[CH:22][C:23]=2[C:36]2[CH:35]=[C:34]([F:37])[CH:33]=[CH:32][C:31]=2[CH3:30])[CH3:17])=[O:15])[CH:6]=[C:7]([C:9]([F:12])([F:11])[F:10])[CH:8]=1, predict the reactants needed to synthesize it. (2) Given the product [CH3:30][O:31][CH:9]1[O:10][C:5]2[CH:4]=[C:3]3[C:2](=[CH:14][C:6]=2[O:7][CH2:8]1)[N:1]=[CH:23][N:18]=[C:15]3[OH:17], predict the reactants needed to synthesize it. The reactants are: [NH2:1][C:2]1[C:3]([C:15]([OH:17])=O)=[CH:4][C:5]2[O:10][CH:9](COC)[CH2:8][O:7][C:6]=2[CH:14]=1.[N:18]1[CH:23]=CC=NN=1.N1CCCCC1.[CH3:30][OH:31]. (3) Given the product [CH:11]([N:9]1[CH2:10][C:5]2[C:4]([NH:15][CH2:16][C:17]3[CH:18]=[N:19][C:20]4[C:25]([CH:26]=3)=[CH:24][CH:23]=[CH:22][CH:21]=4)=[N:3][CH:2]=[N:7][C:6]=2[C:8]1=[O:14])([CH3:13])[CH3:12], predict the reactants needed to synthesize it. The reactants are: Cl[C:2]1[N:3]=[C:4]([NH:15][CH2:16][C:17]2[CH:18]=[N:19][C:20]3[C:25]([CH:26]=2)=[CH:24][CH:23]=[CH:22][CH:21]=3)[C:5]2[CH2:10][N:9]([CH:11]([CH3:13])[CH3:12])[C:8](=[O:14])[C:6]=2[N:7]=1.CCN(C(C)C)C(C)C.